Predict which catalyst facilitates the given reaction. From a dataset of Catalyst prediction with 721,799 reactions and 888 catalyst types from USPTO. Reactant: Cl[C:2]1[CH:3]=[CH:4][C:5]2[CH2:6][N:7]([CH3:19])[CH2:8][CH:9]([C:13]3[S:14][CH:15]=[C:16]([CH3:18])[N:17]=3)[O:10][C:11]=2[N:12]=1.[CH3:20][O:21][C:22]1[N:27]=[C:26]([NH2:28])[CH:25]=[CH:24][C:23]=1[C:29]1[CH:30]=[N:31][N:32]([CH3:34])[CH:33]=1.C(=O)([O-])[O-].[Cs+].[Cs+].C1(P(C2CCCCC2)C2C=CC=CC=2C2C=CC=CC=2)CCCCC1. Product: [NH3:7].[CH3:20][O:21][C:22]1[N:27]=[C:26]([NH:28][C:2]2[CH:3]=[CH:4][C:5]3[CH2:6][N:7]([CH3:19])[CH2:8][CH:9]([C:13]4[S:14][CH:15]=[C:16]([CH3:18])[N:17]=4)[O:10][C:11]=3[N:12]=2)[CH:25]=[CH:24][C:23]=1[C:29]1[CH:30]=[N:31][N:32]([CH3:34])[CH:33]=1. The catalyst class is: 848.